This data is from NCI-60 drug combinations with 297,098 pairs across 59 cell lines. The task is: Regression. Given two drug SMILES strings and cell line genomic features, predict the synergy score measuring deviation from expected non-interaction effect. (1) Drug 1: CC12CCC3C(C1CCC2=O)CC(=C)C4=CC(=O)C=CC34C. Drug 2: C1CCC(CC1)NC(=O)N(CCCl)N=O. Cell line: LOX IMVI. Synergy scores: CSS=79.7, Synergy_ZIP=5.72, Synergy_Bliss=7.69, Synergy_Loewe=7.61, Synergy_HSA=10.0. (2) Drug 1: CN(C(=O)NC(C=O)C(C(C(CO)O)O)O)N=O. Drug 2: CC1CCCC2(C(O2)CC(NC(=O)CC(C(C(=O)C(C1O)C)(C)C)O)C(=CC3=CSC(=N3)C)C)C. Cell line: OVCAR-5. Synergy scores: CSS=53.5, Synergy_ZIP=1.99, Synergy_Bliss=0.803, Synergy_Loewe=-27.3, Synergy_HSA=1.67. (3) Drug 1: COC1=C(C=C2C(=C1)N=CN=C2NC3=CC(=C(C=C3)F)Cl)OCCCN4CCOCC4. Drug 2: COC1=NC(=NC2=C1N=CN2C3C(C(C(O3)CO)O)O)N. Cell line: SK-MEL-5. Synergy scores: CSS=14.1, Synergy_ZIP=1.91, Synergy_Bliss=9.20, Synergy_Loewe=-10.3, Synergy_HSA=4.74. (4) Drug 1: CC12CCC3C(C1CCC2=O)CC(=C)C4=CC(=O)C=CC34C. Drug 2: C1CC(C1)(C(=O)O)C(=O)O.[NH2-].[NH2-].[Pt+2]. Cell line: LOX IMVI. Synergy scores: CSS=41.6, Synergy_ZIP=-7.67, Synergy_Bliss=-5.87, Synergy_Loewe=-8.70, Synergy_HSA=-3.31. (5) Drug 1: CCC1=CC2CC(C3=C(CN(C2)C1)C4=CC=CC=C4N3)(C5=C(C=C6C(=C5)C78CCN9C7C(C=CC9)(C(C(C8N6C)(C(=O)OC)O)OC(=O)C)CC)OC)C(=O)OC.C(C(C(=O)O)O)(C(=O)O)O. Drug 2: C1C(C(OC1N2C=C(C(=O)NC2=O)F)CO)O. Cell line: MDA-MB-435. Synergy scores: CSS=36.9, Synergy_ZIP=-5.14, Synergy_Bliss=-8.88, Synergy_Loewe=-11.9, Synergy_HSA=-6.50. (6) Drug 1: CNC(=O)C1=NC=CC(=C1)OC2=CC=C(C=C2)NC(=O)NC3=CC(=C(C=C3)Cl)C(F)(F)F. Drug 2: CCCCC(=O)OCC(=O)C1(CC(C2=C(C1)C(=C3C(=C2O)C(=O)C4=C(C3=O)C=CC=C4OC)O)OC5CC(C(C(O5)C)O)NC(=O)C(F)(F)F)O. Cell line: A498. Synergy scores: CSS=55.6, Synergy_ZIP=6.67, Synergy_Bliss=5.50, Synergy_Loewe=-20.4, Synergy_HSA=5.23.